This data is from Full USPTO retrosynthesis dataset with 1.9M reactions from patents (1976-2016). The task is: Predict the reactants needed to synthesize the given product. (1) Given the product [OH:6][CH2:7][CH2:8][N:9]1[CH:13]=[CH:12][C:11]([NH:14][C:15]([CH:17]2[NH:21][CH:20]([CH2:22][C:23]([CH3:26])([CH3:25])[CH3:24])[C:19]3([C:34]4[C:29](=[CH:30][C:31]([Cl:35])=[CH:32][CH:33]=4)[NH:28][C:27]3=[O:36])[CH:18]2[C:37]2[CH:42]=[CH:41][CH:40]=[C:39]([Cl:43])[C:38]=2[F:44])=[O:16])=[N:10]1, predict the reactants needed to synthesize it. The reactants are: C([Si](C)(C)[O:6][CH2:7][CH2:8][N:9]1[CH:13]=[CH:12][C:11]([NH:14][C:15]([CH:17]2[NH:21][CH:20]([CH2:22][C:23]([CH3:26])([CH3:25])[CH3:24])[C:19]3([C:34]4[C:29](=[CH:30][C:31]([Cl:35])=[CH:32][CH:33]=4)[NH:28][C:27]3=[O:36])[CH:18]2[C:37]2[CH:42]=[CH:41][CH:40]=[C:39]([Cl:43])[C:38]=2[F:44])=[O:16])=[N:10]1)(C)(C)C.Cl. (2) Given the product [NH2:13][C:7]1[CH:8]=[CH:9][C:10]([CH3:12])=[C:11]2[C:6]=1[NH:5][CH:4]=[C:3]2[C:1]#[N:2], predict the reactants needed to synthesize it. The reactants are: [C:1]([C:3]1[C:11]2[C:6](=[C:7]([N+:13]([O-])=O)[CH:8]=[CH:9][C:10]=2[CH3:12])[NH:5][CH:4]=1)#[N:2]. (3) The reactants are: [N+:1]([C:4]1[CH:5]=[C:6]2[C:10](=[CH:11][CH:12]=1)[CH2:9][NH:8][CH2:7]2)([O-:3])=[O:2].ClCCl.[C:16](O[C:16]([O:18][C:19]([CH3:22])([CH3:21])[CH3:20])=[O:17])([O:18][C:19]([CH3:22])([CH3:21])[CH3:20])=[O:17]. Given the product [C:16]([N:8]1[CH2:7][C:6]2[C:10](=[CH:11][CH:12]=[C:4]([N+:1]([O-:3])=[O:2])[CH:5]=2)[CH2:9]1)([O:18][C:19]([CH3:22])([CH3:21])[CH3:20])=[O:17], predict the reactants needed to synthesize it. (4) Given the product [O:21]=[C:19]1[C:18]2[C:17](=[CH:25][CH:24]=[CH:23][CH:22]=2)[C:16](=[O:26])[N:20]1[CH2:2][C:3]1[CH:4]=[CH:5][C:6]([N+:13]([O-:15])=[O:14])=[C:7]([CH:12]=1)[C:8]([O:10][CH3:11])=[O:9], predict the reactants needed to synthesize it. The reactants are: Br[CH2:2][C:3]1[CH:4]=[CH:5][C:6]([N+:13]([O-:15])=[O:14])=[C:7]([CH:12]=1)[C:8]([O:10][CH3:11])=[O:9].[C:16]1(=[O:26])[NH:20][C:19](=[O:21])[C:18]2=[CH:22][CH:23]=[CH:24][CH:25]=[C:17]12.[K]. (5) The reactants are: C([NH:9][C:10]([NH:12][C@H:13]([CH3:18])[C:14]([F:17])([F:16])[F:15])=[S:11])(=O)C1C=CC=CC=1.C(=O)([O-])[O-].[K+].[K+]. Given the product [CH3:18][C@@H:13]([NH:12][C:10]([NH2:9])=[S:11])[C:14]([F:17])([F:16])[F:15], predict the reactants needed to synthesize it. (6) Given the product [CH2:1]([N:8]1[CH2:13][CH2:12][N:11]([C:17]2[N:16]([CH3:15])[C:22]([CH:25]=[O:26])=[CH:23][N:20]=2)[CH2:10][CH2:9]1)[C:2]1[CH:3]=[CH:4][CH:5]=[CH:6][CH:7]=1, predict the reactants needed to synthesize it. The reactants are: [CH2:1]([N:8]1[CH2:13][CH2:12][NH:11][CH2:10][CH2:9]1)[C:2]1[CH:7]=[CH:6][CH:5]=[CH:4][CH:3]=1.I.[CH3:15][NH:16][C:17](=[NH:20])SC.Br[C:22](=[CH:25][O:26]C(C)C)[CH:23]=O.C([O-])([O-])=O.[K+].[K+].C1OCCOCCOCCOCCOCCOC1.